This data is from Forward reaction prediction with 1.9M reactions from USPTO patents (1976-2016). The task is: Predict the product of the given reaction. (1) The product is: [Br:1][C:2]1[CH:7]=[CH:6][CH:5]=[CH:4][C:3]=1[N:8]([CH3:13])[S:9]([CH3:12])(=[O:11])=[O:10]. Given the reactants [Br:1][C:2]1[CH:7]=[CH:6][CH:5]=[CH:4][C:3]=1[NH:8][S:9]([CH3:12])(=[O:11])=[O:10].[C:13](=O)([O-])[O-].[Cs+].[Cs+].IC, predict the reaction product. (2) Given the reactants [F:1][C:2]1[CH:3]=[C:4]2[C:9](=[C:10]([O:12][CH3:13])[CH:11]=1)[N:8]=[C:7]([CH3:14])[CH:6]=[C:5]2[O:15][CH:16]1[CH2:21][CH2:20][N:19](C(OCC=C)=O)[CH2:18][CH2:17]1.N1CCOCC1.CCN(C(C)C)C(C)C.[CH3:43][O:44][C:45](=[O:54])[C:46]1[CH:51]=[CH:50][CH:49]=[CH:48][C:47]=1[CH2:52]Br, predict the reaction product. The product is: [CH3:43][O:44][C:45](=[O:54])[C:46]1[CH:51]=[CH:50][CH:49]=[CH:48][C:47]=1[CH2:52][N:19]1[CH2:20][CH2:21][CH:16]([O:15][C:5]2[C:4]3[C:9](=[C:10]([O:12][CH3:13])[CH:11]=[C:2]([F:1])[CH:3]=3)[N:8]=[C:7]([CH3:14])[CH:6]=2)[CH2:17][CH2:18]1. (3) Given the reactants [Cl:1][C:2]1[N:3]=[C:4](Cl)[C:5]2[CH2:10][N:9]([CH:11]([CH3:13])[CH3:12])[C:8](=[O:14])[C:6]=2[N:7]=1.[CH:16]1[C:25]2[C:20](=[CH:21][CH:22]=[CH:23][CH:24]=2)[CH:19]=[C:18]([CH2:26][NH2:27])[N:17]=1.CCN(C(C)C)C(C)C, predict the reaction product. The product is: [Cl:1][C:2]1[N:3]=[C:4]([NH:27][CH2:26][C:18]2[N:17]=[CH:16][C:25]3[C:20]([CH:19]=2)=[CH:21][CH:22]=[CH:23][CH:24]=3)[C:5]2[CH2:10][N:9]([CH:11]([CH3:13])[CH3:12])[C:8](=[O:14])[C:6]=2[N:7]=1. (4) Given the reactants [C:1]([C:5]1[CH:27]=[CH:26][C:8]([C:9]([NH:11][C:12]2[N:13]=[C:14]3[CH:19]=[CH:18][C:17]([N:20]4[CH:24]=[CH:23][N:22]=[CH:21]4)=[N:16][N:15]3[CH:25]=2)=[O:10])=[CH:7][CH:6]=1)([CH3:4])([CH3:3])[CH3:2].[ClH:28], predict the reaction product. The product is: [ClH:28].[ClH:28].[C:1]([C:5]1[CH:27]=[CH:26][C:8]([C:9]([NH:11][C:12]2[N:13]=[C:14]3[CH:19]=[CH:18][C:17]([N:20]4[CH:24]=[CH:23][N:22]=[CH:21]4)=[N:16][N:15]3[CH:25]=2)=[O:10])=[CH:7][CH:6]=1)([CH3:4])([CH3:2])[CH3:3]. (5) Given the reactants [OH:1][C:2]1[N:7]([C:8]2[CH:13]=[CH:12][CH:11]=[CH:10][C:9]=2[N+:14]([O-:16])=[O:15])[C:6](=[O:17])[N:5]([CH2:18][C:19]2[CH:24]=[CH:23][CH:22]=[CH:21][CH:20]=2)[C:4](=[O:25])[C:3]=1[C:26](OCC)=[O:27].C1CCN2C(=NCCC2)CC1.[NH2:42][CH2:43][C:44]([OH:46])=[O:45].Cl, predict the reaction product. The product is: [OH:1][C:2]1[N:7]([C:8]2[CH:13]=[CH:12][CH:11]=[CH:10][C:9]=2[N+:14]([O-:16])=[O:15])[C:6](=[O:17])[N:5]([CH2:18][C:19]2[CH:24]=[CH:23][CH:22]=[CH:21][CH:20]=2)[C:4](=[O:25])[C:3]=1[C:26]([NH:42][CH2:43][C:44]([OH:46])=[O:45])=[O:27]. (6) Given the reactants [C:1]([Si:5](Cl)([C:12]1[CH:17]=[CH:16][CH:15]=[CH:14][CH:13]=1)[C:6]1[CH:11]=[CH:10][CH:9]=[CH:8][CH:7]=1)([CH3:4])([CH3:3])[CH3:2].[OH:19][C@H:20]([CH3:39])[C@H:21]([NH:31][C:32](=[O:38])[O:33][C:34]([CH3:37])([CH3:36])[CH3:35])[C:22]1[CH:27]=[C:26]([F:28])[C:25]([F:29])=[C:24]([F:30])[CH:23]=1.N1C=CN=C1.C(OCC)(=O)C, predict the reaction product. The product is: [Si:5]([O:19][C@H:20]([CH3:39])[C@H:21]([NH:31][C:32](=[O:38])[O:33][C:34]([CH3:36])([CH3:35])[CH3:37])[C:22]1[CH:27]=[C:26]([F:28])[C:25]([F:29])=[C:24]([F:30])[CH:23]=1)([C:1]([CH3:4])([CH3:3])[CH3:2])([C:12]1[CH:17]=[CH:16][CH:15]=[CH:14][CH:13]=1)[C:6]1[CH:11]=[CH:10][CH:9]=[CH:8][CH:7]=1. (7) Given the reactants [H-].[Na+].C([O:6][CH2:7][CH:8]([F:10])[F:9])(=O)C.[C:11]([O:14][CH2:15][CH3:16])(=[O:13])[CH3:12].S(=O)(=O)(O)O, predict the reaction product. The product is: [F:9][CH:8]([F:10])[C:7](=[O:6])[CH2:12][C:11]([O:14][CH2:15][CH3:16])=[O:13].